Dataset: Forward reaction prediction with 1.9M reactions from USPTO patents (1976-2016). Task: Predict the product of the given reaction. (1) Given the reactants C1([C@@H](N2C[C@H]3C[C@]2([C:17]2[NH:21][C:20]4[CH:22]=[CH:23][CH:24]=[C:25]([C:26]([NH2:28])=[O:27])[C:19]=4[N:18]=2)CCC3)C)C=CC=CC=1, predict the reaction product. The product is: [NH:21]1[C:20]2[CH:22]=[CH:23][CH:24]=[C:25]([C:26]([NH2:28])=[O:27])[C:19]=2[N:18]=[CH:17]1. (2) Given the reactants Br[C:2]1[C:3](=O)[CH2:4][CH2:5][CH2:6][C:7]=1[O:8]C.[CH3:11][C:12]([C:15]([NH2:17])=[NH:16])([CH3:14])[CH3:13].Cl.C(=O)([O-])[O-].[K+].[K+], predict the reaction product. The product is: [CH3:11][C:12]([C:15]1[NH:17][C:3]2[CH2:4][CH2:5][CH2:6][C:7](=[O:8])[C:2]=2[N:16]=1)([CH3:14])[CH3:13]. (3) Given the reactants [Cl:1][C:2]1[C:7]([CH3:8])=[CH:6][C:5]([S:9]([NH:12][C:13]2[CH:14]=[C:15]([C:19]3[CH:24]=[C:23]([CH3:25])[C:22]([C:26]([OH:28])=O)=[C:21]([CH3:29])[CH:20]=3)[CH:16]=[CH:17][CH:18]=2)(=[O:11])=[O:10])=[C:4]([CH3:30])[CH:3]=1.[NH2:31][C@@H:32]([CH3:36])[C:33]([NH2:35])=[O:34], predict the reaction product. The product is: [C:33]([C@@H:32]([NH:31][C:26]([C:22]1[C:21]([CH3:29])=[CH:20][C:19]([C:15]2[CH:16]=[CH:17][CH:18]=[C:13]([NH:12][S:9]([C:5]3[CH:6]=[C:7]([CH3:8])[C:2]([Cl:1])=[CH:3][C:4]=3[CH3:30])(=[O:11])=[O:10])[CH:14]=2)=[CH:24][C:23]=1[CH3:25])=[O:28])[CH3:36])(=[O:34])[NH2:35]. (4) Given the reactants O[CH:2]1[C:10]2[C:5](=[CH:6][CH:7]=[C:8]([C:11]#[N:12])[CH:9]=2)[CH2:4][C:3]1([CH3:14])[CH3:13].C1C=CC(P([N:29]=[N+:30]=[N-:31])(C2C=CC=CC=2)=O)=CC=1.C1CCN2C(=NCCC2)CC1, predict the reaction product. The product is: [N:29]([CH:2]1[C:10]2[C:5](=[CH:6][CH:7]=[C:8]([C:11]#[N:12])[CH:9]=2)[CH2:4][C:3]1([CH3:14])[CH3:13])=[N+:30]=[N-:31].